From a dataset of Full USPTO retrosynthesis dataset with 1.9M reactions from patents (1976-2016). Predict the reactants needed to synthesize the given product. Given the product [C:1]([O:7][CH2:8][N:9]1[C:13]2[N:14]=[N:15][CH:16]=[C:17]([C:18]3[CH:19]=[N:20][N:21]([C@@H:23]([CH:27]4[CH2:28][CH2:29][CH2:30][CH2:31][CH2:32]4)[CH2:24][C:25]#[N:34])[CH:22]=3)[C:12]=2[CH:11]=[CH:10]1)(=[O:6])[C:2]([CH3:5])([CH3:3])[CH3:4], predict the reactants needed to synthesize it. The reactants are: [C:1]([O:7][CH2:8][N:9]1[C:13]2[N:14]=[N:15][CH:16]=[C:17]([C:18]3[CH:19]=[N:20][N:21]([C@@H:23]([CH:27]4[CH2:32][CH2:31][CH2:30][CH2:29][CH2:28]4)[CH2:24][CH:25]=O)[CH:22]=3)[C:12]=2[CH:11]=[CH:10]1)(=[O:6])[C:2]([CH3:5])([CH3:4])[CH3:3].[OH-].[NH4+:34].II.